Dataset: Full USPTO retrosynthesis dataset with 1.9M reactions from patents (1976-2016). Task: Predict the reactants needed to synthesize the given product. (1) Given the product [CH2:12]([C:11]1[N:16]=[C:17]([C:19]2[CH:24]=[CH:23][CH:22]=[CH:21][N:20]=2)[O:18][CH:9]=1)[CH:13]([CH3:15])[CH3:14], predict the reactants needed to synthesize it. The reactants are: ClC(Cl)(Cl)C(Cl)(Cl)Cl.[CH:9]([CH:11]([NH:16][C:17]([C:19]1[CH:24]=[CH:23][CH:22]=[CH:21][N:20]=1)=[O:18])[CH2:12][CH:13]([CH3:15])[CH3:14])=O.C(N(CC)CC)C.C1(P(C2C=CC=CC=2)C2C=CC=CC=2)C=CC=CC=1. (2) The reactants are: C1(C)C=CC(S([O-])(=O)=O)=CC=1.[NH+]1C=CC=CC=1.[Br:18][C:19]1[CH:20]=[C:21]2[C:31](=[CH:32][C:33]=1[F:34])[O:30][C:24]1[CH:25]=[N:26][C:27]([Cl:29])=[CH:28][C:23]=1[C:22]2([CH3:36])O.C(=O)(O)[O-].[Na+]. Given the product [Br:18][C:19]1[CH:20]=[C:21]2[C:31](=[CH:32][C:33]=1[F:34])[O:30][C:24]1[CH:25]=[N:26][C:27]([Cl:29])=[CH:28][C:23]=1[C:22]2=[CH2:36], predict the reactants needed to synthesize it. (3) Given the product [CH2:15]([O:14][C:12]([N:8]1[CH2:9][CH2:10][CH2:11][C:6]([CH3:23])([C:4]([OH:3])=[O:5])[CH2:7]1)=[O:13])[C:16]1[CH:17]=[CH:18][CH:19]=[CH:20][CH:21]=1, predict the reactants needed to synthesize it. The reactants are: C([O:3][C:4]([CH:6]1[CH2:11][CH2:10][CH2:9][N:8]([C:12]([O:14][CH2:15][C:16]2[CH:21]=[CH:20][CH:19]=[CH:18][CH:17]=2)=[O:13])[CH2:7]1)=[O:5])C.I[CH3:23]. (4) Given the product [N:33]1([CH2:32][C:31]2[CH:39]=[CH:40][C:28](/[CH:27]=[CH:26]/[C:2]3[CH:7]=[C:6]([C:8]4[NH:17][C:11]5[N:12]=[CH:13][NH:14][C:15](=[O:16])[C:10]=5[CH:9]=4)[CH:5]=[CH:4][N:3]=3)=[CH:29][CH:30]=2)[CH2:34][CH2:35][O:36][CH2:37][CH2:38]1, predict the reactants needed to synthesize it. The reactants are: Cl[C:2]1[CH:7]=[C:6]([C:8]2[NH:17][C:11]3[N:12]=[CH:13][NH:14][C:15](=[O:16])[C:10]=3[CH:9]=2)[CH:5]=[CH:4][N:3]=1.CC1(C)C(C)(C)OB(/[CH:26]=[CH:27]/[C:28]2[CH:40]=[CH:39][C:31]([CH2:32][N:33]3[CH2:38][CH2:37][O:36][CH2:35][CH2:34]3)=[CH:30][CH:29]=2)O1. (5) The reactants are: [Cl:1][C:2]1[CH:3]=[C:4]([C:12]([NH:14][C@@H:15]([CH2:21][C:22]2[CH:27]=[CH:26][C:25]([C:28]3[N:29]=[C:30]4[C:35]([CH3:36])=[CH:34][CH:33]=[CH:32][N:31]4[CH:37]=3)=[CH:24][CH:23]=2)[CH2:16][CH2:17][C:18]([OH:20])=O)=[O:13])[CH:5]=[CH:6][C:7]=1[O:8][CH:9]([CH3:11])[CH3:10].C([N:40](CC)CC)C.ClC(OCC)=O. Given the product [NH2:40][C:18](=[O:20])[CH2:17][CH2:16][C@@H:15]([NH:14][C:12](=[O:13])[C:4]1[CH:5]=[CH:6][C:7]([O:8][CH:9]([CH3:10])[CH3:11])=[C:2]([Cl:1])[CH:3]=1)[CH2:21][C:22]1[CH:23]=[CH:24][C:25]([C:28]2[N:29]=[C:30]3[C:35]([CH3:36])=[CH:34][CH:33]=[CH:32][N:31]3[CH:37]=2)=[CH:26][CH:27]=1, predict the reactants needed to synthesize it. (6) Given the product [CH:21]([C:18]1[CH:19]=[CH:20][C:13]([O:9][C:5]2[CH:6]=[CH:7][CH:8]=[C:3]([C:2]([F:10])([F:11])[F:1])[CH:4]=2)=[C:14]([CH:17]=1)[C:15]#[N:16])=[O:22], predict the reactants needed to synthesize it. The reactants are: [F:1][C:2]([F:11])([F:10])[C:3]1[CH:4]=[C:5]([OH:9])[CH:6]=[CH:7][CH:8]=1.F[C:13]1[CH:20]=[CH:19][C:18]([CH:21]=[O:22])=[CH:17][C:14]=1[C:15]#[N:16].C([O-])([O-])=O.[K+].[K+].